Dataset: Forward reaction prediction with 1.9M reactions from USPTO patents (1976-2016). Task: Predict the product of the given reaction. (1) Given the reactants [N:1]1[CH:6]=[CH:5][CH:4]=[CH:3][C:2]=1[S:7][CH2:8][CH2:9][CH2:10][C:11]1(Br)[CH2:13][C:12]1(Br)Br.C[Li], predict the reaction product. The product is: [N:1]1[CH:6]=[CH:5][CH:4]=[CH:3][C:2]=1[S:7][CH2:8][CH2:9][CH2:10][C:11]1[CH2:13][CH:12]=1. (2) The product is: [CH3:7][S:8][C:9]1[N:14]=[C:13]([NH:15][CH2:16][C:17]2[CH:22]=[CH:21][C:20]([O:23][CH3:24])=[C:19]([Cl:25])[CH:18]=2)[C:12]([CH2:26][OH:27])=[CH:11][N:10]=1. Given the reactants [H-].[Al+3].[Li+].[H-].[H-].[H-].[CH3:7][S:8][C:9]1[N:14]=[C:13]([NH:15][CH2:16][C:17]2[CH:22]=[CH:21][C:20]([O:23][CH3:24])=[C:19]([Cl:25])[CH:18]=2)[C:12]([C:26](OCC)=[O:27])=[CH:11][N:10]=1.[OH-].[Na+].S([O-])([O-])(=O)=O.[Mg+2], predict the reaction product.